This data is from Catalyst prediction with 721,799 reactions and 888 catalyst types from USPTO. The task is: Predict which catalyst facilitates the given reaction. (1) Reactant: [NH2:1][C:2]1[CH:15]=[C:14]2[C:5]([O:6][C:7]3[C:8]([C:16]4[NH:21][C:20](=[O:22])[CH:19]=[C:18]([N:23]5[CH2:28][CH2:27][O:26][CH2:25][CH2:24]5)[CH:17]=4)=[CH:9][CH:10]=[CH:11][C:12]=3[CH2:13]2)=[CH:4][CH:3]=1.Br[CH2:30][CH2:31][O:32][CH2:33][CH2:34]Br.C(N(CC)C(C)C)(C)C.CN(C)C(=O)C. Product: [O:26]1[CH2:27][CH2:28][N:23]([C:18]2[CH:17]=[C:16]([C:8]3[C:7]4[O:6][C:5]5[C:14](=[CH:15][C:2]([N:1]6[CH2:34][CH2:33][O:32][CH2:31][CH2:30]6)=[CH:3][CH:4]=5)[CH2:13][C:12]=4[CH:11]=[CH:10][CH:9]=3)[NH:21][C:20](=[O:22])[CH:19]=2)[CH2:24][CH2:25]1. The catalyst class is: 13. (2) Reactant: [OH-].[K+].[C:3]1([CH2:9][C:10](=[O:14])[C:11]([OH:13])=[O:12])[CH:8]=[CH:7][CH:6]=[CH:5][CH:4]=1.C(O)(=O)[CH2:16][C:17]([C:19]([OH:21])=[O:20])=[O:18].Cl. Product: [C:3]1([CH2:9][C:10]([OH:14])([C:11]([OH:13])=[O:12])[CH2:16][C:17](=[O:18])[C:19]([OH:21])=[O:20])[CH:8]=[CH:7][CH:6]=[CH:5][CH:4]=1. The catalyst class is: 6.